From a dataset of Full USPTO retrosynthesis dataset with 1.9M reactions from patents (1976-2016). Predict the reactants needed to synthesize the given product. (1) Given the product [CH2:1]([CH:3]([CH2:16][CH2:17][CH2:18][CH3:19])[CH2:4][O:5][N:6]=[C:7]([C:8]([O-:10])=[O:9])[C:12]([O-:14])=[O:13])[CH3:2].[Ag+2:30], predict the reactants needed to synthesize it. The reactants are: [CH2:1]([CH:3]([CH2:16][CH2:17][CH2:18][CH3:19])[CH2:4][O:5][N:6]=[C:7]([C:12]([O:14]C)=[O:13])[C:8]([O:10]C)=[O:9])[CH3:2].[OH-].[Na+].[N+]([O-])(O)=O.[N+]([O-])([O-])=O.[Ag+:30]. (2) Given the product [C:20]([C:18]1[C:17]([S:22]([C:23]([F:24])([F:25])[F:26])=[O:27])=[C:16]([N:28]=[CH:3][O:2][CH3:1])[N:15]([C:12]2[C:13]([Cl:14])=[CH:8][C:9]([C:30]([F:31])([F:33])[F:32])=[CH:10][C:11]=2[Cl:29])[N:19]=1)#[N:21], predict the reactants needed to synthesize it. The reactants are: [CH3:1][O:2][CH:3](OC)OC.[CH:8]1[C:9]([C:30]([F:33])([F:32])[F:31])=[CH:10][C:11]([Cl:29])=[C:12]([N:15]2[N:19]=[C:18]([C:20]#[N:21])[C:17]([S+:22]([O-:27])[C:23]([F:26])([F:25])[F:24])=[C:16]2[NH2:28])[C:13]=1[Cl:14].C1(C)C=CC(S(O)(=O)=O)=CC=1. (3) Given the product [ClH:32].[CH3:25][C:20]1[N:19]([C:17]2[CH:16]=[N:15][C:13]3[CH2:14][NH:8][CH2:9][CH2:10][O:11][C:12]=3[N:18]=2)[C:23]([CH3:24])=[CH:22][CH:21]=1, predict the reactants needed to synthesize it. The reactants are: C([N:8]1[CH2:14][C:13]2[N:15]=[CH:16][C:17]([N:19]3[C:23]([CH3:24])=[CH:22][CH:21]=[C:20]3[CH3:25])=[N:18][C:12]=2[O:11][CH2:10][CH2:9]1)C1C=CC=CC=1.C(OCC)(=O)C.[ClH:32]. (4) Given the product [N:19]1[CH:20]=[CH:21][C:36]([CH2:35][C:15]2[C:33]([NH:2][CH3:1])=[CH:32][CH:31]=[CH:30][C:16]=2[C:17]([NH:19][C:20]2[CH:25]=[CH:24][CH:23]=[C:22]([C:26]([F:29])([F:28])[F:27])[CH:21]=2)=[O:18])=[CH:16][CH:17]=1, predict the reactants needed to synthesize it. The reactants are: [C:1]([BH3-])#[N:2].[Na+].C=O.N1C=CC(CN[C:15]2[CH:33]=[CH:32][CH:31]=[CH:30][C:16]=2[C:17]([NH:19][C:20]2[CH:25]=[CH:24][CH:23]=[C:22]([C:26]([F:29])([F:28])[F:27])[CH:21]=2)=[O:18])=CC=1.F[C:35](F)(F)[C:36](O)=O. (5) Given the product [Cl:1][C:2]1[CH:7]=[CH:6][CH:5]=[CH:4][C:3]=1[N:8]1[C:12]([C:13]([Cl:21])=[O:14])=[CH:11][C:10]([C:16]([F:19])([F:18])[F:17])=[N:9]1, predict the reactants needed to synthesize it. The reactants are: [Cl:1][C:2]1[CH:7]=[CH:6][CH:5]=[CH:4][C:3]=1[N:8]1[C:12]([C:13](O)=[O:14])=[CH:11][C:10]([C:16]([F:19])([F:18])[F:17])=[N:9]1.C(Cl)(Cl)[Cl:21].C(Cl)(=O)C(Cl)=O. (6) Given the product [CH3:1][C:2]1[C:3](=[O:8])[CH2:4][CH2:5][C:6]=1[NH:17][C:14]1[CH:15]=[CH:16][C:11]([S:9]([NH2:19])(=[O:10])=[O:18])=[CH:12][CH:13]=1.[CH2:4]1[CH2:3][O:8][CH2:6][CH2:5]1.[OH2:7], predict the reactants needed to synthesize it. The reactants are: [CH3:1][CH:2]1[C:6](=[O:7])[CH2:5][CH2:4][C:3]1=[O:8].[S:9]([NH2:19])(=[O:18])([C:11]1[CH:16]=[CH:15][C:14]([NH2:17])=[CH:13][CH:12]=1)=[O:10].